The task is: Predict the product of the given reaction.. This data is from Forward reaction prediction with 1.9M reactions from USPTO patents (1976-2016). (1) Given the reactants [CH2:1]([N:8]1[CH:12]=[CH:11][C:10]([N+:13]([O-])=O)=[N:9]1)[C:2]1[CH:7]=[CH:6][CH:5]=[CH:4][CH:3]=1, predict the reaction product. The product is: [CH2:1]([N:8]1[CH:12]=[CH:11][C:10]([NH2:13])=[N:9]1)[C:2]1[CH:3]=[CH:4][CH:5]=[CH:6][CH:7]=1. (2) Given the reactants COC1C=CC(P2(SP(C3C=CC(OC)=CC=3)(=S)S2)=[S:10])=CC=1.[C:23]([O:27][C:28](=[O:51])[NH:29][CH2:30][C@@H:31]1[O:35][C:34](=[O:36])[N:33]([C:37]2[CH:42]=[CH:41][C:40]([C:43]3[S:44][CH2:45][C:46](=O)[NH:47][N:48]=3)=[C:39]([F:50])[CH:38]=2)[CH2:32]1)([CH3:26])([CH3:25])[CH3:24], predict the reaction product. The product is: [C:23]([O:27][C:28](=[O:51])[NH:29][CH2:30][C@@H:31]1[O:35][C:34](=[O:36])[N:33]([C:37]2[CH:42]=[CH:41][C:40]([C:43]3[S:44][CH2:45][C:46](=[S:10])[NH:47][N:48]=3)=[C:39]([F:50])[CH:38]=2)[CH2:32]1)([CH3:26])([CH3:25])[CH3:24]. (3) The product is: [OH:26][CH:10]1[CH2:9][NH:8][CH2:25][CH2:24][C:11]21[C:15](=[O:16])[N:14]([C:17]1[CH2:18][O:19][C:20](=[O:23])[C:21]=1[CH3:22])[CH2:13][CH2:12]2. Given the reactants C([N:8]1[CH2:25][CH2:24][C:11]2([C:15](=[O:16])[N:14]([C:17]3[CH2:18][O:19][C:20](=[O:23])[C:21]=3[CH3:22])[CH2:13][CH2:12]2)[CH:10]([OH:26])[CH2:9]1)C1C=CC=CC=1, predict the reaction product. (4) Given the reactants [CH3:1][C:2]1[CH:7]=[CH:6][CH:5]=[CH:4][C:3]=1[O:8][CH3:9].ClCCl.[N+:13]([O-])([OH:15])=[O:14], predict the reaction product. The product is: [CH3:9][O:8][C:3]1[CH:4]=[CH:5][C:6]([N+:13]([O-:15])=[O:14])=[CH:7][C:2]=1[CH3:1]. (5) Given the reactants [C:1]1([N:7]2[CH2:12][CH2:11][CH:10]([CH2:13]O)[CH2:9][CH2:8]2)[CH:6]=[CH:5][CH:4]=[CH:3][CH:2]=1.[NH:15]1[C:23]2[C:18](=[CH:19][CH:20]=[CH:21][C:22]=2[C:24]([O:26][CH3:27])=[O:25])[CH:17]=[CH:16]1.C(P(=CC#N)(CCCC)CCCC)CCC, predict the reaction product. The product is: [C:1]1([N:7]2[CH2:8][CH2:9][CH:10]([CH2:13][N:15]3[C:23]4[C:18](=[CH:19][CH:20]=[CH:21][C:22]=4[C:24]([O:26][CH3:27])=[O:25])[CH:17]=[CH:16]3)[CH2:11][CH2:12]2)[CH:2]=[CH:3][CH:4]=[CH:5][CH:6]=1. (6) The product is: [F:20][C:21]1[CH:29]=[C:28]([F:30])[CH:27]=[CH:26][C:22]=1[C:23]([N:16]1[CH2:17][CH2:18][CH2:19][CH:14]([C:11]2[N:10]=[C:9]([C:6]3[CH:7]=[CH:8][C:3]([F:2])=[CH:4][CH:5]=3)[O:13][N:12]=2)[CH2:15]1)=[O:24]. Given the reactants Cl.[F:2][C:3]1[CH:8]=[CH:7][C:6]([C:9]2[O:13][N:12]=[C:11]([CH:14]3[CH2:19][CH2:18][CH2:17][NH:16][CH2:15]3)[N:10]=2)=[CH:5][CH:4]=1.[F:20][C:21]1[CH:29]=[C:28]([F:30])[CH:27]=[CH:26][C:22]=1[C:23](Cl)=[O:24], predict the reaction product. (7) Given the reactants [CH3:1][C:2]([NH2:6])([CH2:4][CH3:5])[CH3:3].[Br:7][C:8]1[CH:13]=[CH:12][CH:11]=[CH:10][C:9]=1[S:14](Cl)(=[O:16])=[O:15], predict the reaction product. The product is: [Br:7][C:8]1[CH:13]=[CH:12][CH:11]=[CH:10][C:9]=1[S:14]([NH:6][C:2]([CH3:3])([CH3:1])[CH2:4][CH3:5])(=[O:16])=[O:15].